Dataset: Catalyst prediction with 721,799 reactions and 888 catalyst types from USPTO. Task: Predict which catalyst facilitates the given reaction. (1) Reactant: [CH3:1][O:2][C:3](=[O:21])[C:4]([CH3:20])([CH3:19])[CH2:5][N:6]1[CH2:11][CH2:10][N:9](C(OC(C)(C)C)=O)[CH2:8][CH2:7]1.C(O)(C(F)(F)F)=O. Product: [CH3:19][C:4]([CH3:20])([CH2:5][N:6]1[CH2:11][CH2:10][NH:9][CH2:8][CH2:7]1)[C:3]([O:2][CH3:1])=[O:21]. The catalyst class is: 2. (2) Reactant: Cl.[CH3:2][N:3]([CH3:35])[C:4]1([C:29]2[CH:34]=[CH:33][CH:32]=[CH:31][CH:30]=2)[CH2:9][CH2:8][CH:7]([NH:10][C:11]([N:13]2[CH2:18][CH2:17][CH:16]([C:19]3[C:27]4[C:22](=[CH:23][CH:24]=[C:25]([F:28])[CH:26]=4)[NH:21][CH:20]=3)[CH2:15][CH2:14]2)=[O:12])[CH2:6][CH2:5]1.[Cl:36][Si](C)(C)C. Product: [ClH:36].[CH3:2][N:3]([CH3:35])[C:4]1([C:29]2[CH:30]=[CH:31][CH:32]=[CH:33][CH:34]=2)[CH2:9][CH2:8][CH:7]([NH:10][C:11]([N:13]2[CH2:14][CH2:15][CH:16]([C:19]3[C:27]4[C:22](=[CH:23][CH:24]=[C:25]([F:28])[CH:26]=4)[NH:21][CH:20]=3)[CH2:17][CH2:18]2)=[O:12])[CH2:6][CH2:5]1.[CH3:2][N:3]([CH3:35])[C:4]1([C:29]2[CH:30]=[CH:31][CH:32]=[CH:33][CH:34]=2)[CH2:9][CH2:8][CH:7]([NH:10][C:11]([N:13]2[CH2:14][CH2:15][CH:16]([C:19]3[C:27]4[C:22](=[CH:23][CH:24]=[C:25]([F:28])[CH:26]=4)[NH:21][CH:20]=3)[CH2:17][CH2:18]2)=[O:12])[CH2:6][CH2:5]1. The catalyst class is: 573. (3) Reactant: [CH2:1]([N:8]1[CH2:13][C:12](=O)[NH:11][C@H:10]([CH2:15][C:16]([NH:18][C:19]2[CH:24]=[CH:23][CH:22]=[CH:21][CH:20]=2)=O)[C:9]1=O)[C:2]1[CH:7]=[CH:6][CH:5]=[CH:4][CH:3]=1.C1COCC1.[H-].[Al+3].[Li+].[H-].[H-].[H-].[OH-].[Na+]. Product: [CH2:1]([N:8]1[CH2:13][CH2:12][NH:11][C@H:10]([CH2:15][CH2:16][NH:18][C:19]2[CH:24]=[CH:23][CH:22]=[CH:21][CH:20]=2)[CH2:9]1)[C:2]1[CH:3]=[CH:4][CH:5]=[CH:6][CH:7]=1. The catalyst class is: 162. (4) Reactant: [C:1]([O:5][C:6]([N:8]1[CH2:13][CH2:12][C:11]([C:17]2[CH:22]=[CH:21][CH:20]=[CH:19][CH:18]=2)([C:14](O)=[O:15])[CH2:10][CH2:9]1)=[O:7])([CH3:4])([CH3:3])[CH3:2].C(N=C=NCCCN(C)C)C.ON1C2C=CC=CC=2N=N1.[NH:44]1[CH2:49][CH2:48][O:47][CH2:46][CH2:45]1.[OH-].[Na+]. The catalyst class is: 289. Product: [C:1]([O:5][C:6]([N:8]1[CH2:9][CH2:10][C:11]([C:14]([N:44]2[CH2:49][CH2:48][O:47][CH2:46][CH2:45]2)=[O:15])([C:17]2[CH:22]=[CH:21][CH:20]=[CH:19][CH:18]=2)[CH2:12][CH2:13]1)=[O:7])([CH3:4])([CH3:2])[CH3:3].